The task is: Predict the reactants needed to synthesize the given product.. This data is from Full USPTO retrosynthesis dataset with 1.9M reactions from patents (1976-2016). (1) Given the product [CH2:1]([O:3][C:4](=[O:22])[C:5]([CH3:7])([O:8][C:9]1[CH:17]=[CH:16][CH:15]=[C:14]2[C:10]=1[CH:11]=[CH:12][N:13]2[CH2:18][CH2:19][CH2:20][O:39][C:27]1[CH:28]=[CH:29][C:30]2[C:31]([C:35]([F:38])([F:37])[F:36])=[N:32][O:33][C:34]=2[C:26]=1[CH2:23][CH2:24][CH3:25])[CH3:6])[CH3:2], predict the reactants needed to synthesize it. The reactants are: [CH2:1]([O:3][C:4](=[O:22])[C:5]([O:8][C:9]1[CH:17]=[CH:16][CH:15]=[C:14]2[C:10]=1[CH:11]=[CH:12][N:13]2[CH2:18][CH2:19][CH2:20]Cl)([CH3:7])[CH3:6])[CH3:2].[CH2:23]([C:26]1[C:34]2[O:33][N:32]=[C:31]([C:35]([F:38])([F:37])[F:36])[C:30]=2[CH:29]=[CH:28][C:27]=1[OH:39])[CH2:24][CH3:25].C(=O)([O-])[O-].[K+].[K+].[I-].[K+]. (2) Given the product [Cl:9][C:10]1[C:11]([NH:24][CH:25]2[CH2:27][CH2:26]2)=[N:12][C:13]([NH:16][C:17]2[CH:18]=[C:19]([N:35]3[CH:31]([O:30][CH2:28][CH3:29])[CH2:32][CH2:33][C:34]3=[O:36])[CH:20]=[CH:21][CH:22]=2)=[N:14][CH:15]=1, predict the reactants needed to synthesize it. The reactants are: NC1CCCCC1N.[Cl:9][C:10]1[C:11]([NH:24][CH:25]2[CH2:27][CH2:26]2)=[N:12][C:13]([NH:16][C:17]2[CH:22]=[CH:21][CH:20]=[C:19](I)[CH:18]=2)=[N:14][CH:15]=1.[CH2:28]([O:30][CH:31]1[NH:35][C:34](=[O:36])[CH2:33][CH2:32]1)[CH3:29].C(=O)([O-])[O-].[Cs+].[Cs+]. (3) Given the product [OH:13][C:5]1[C:4]([CH:1]([CH3:3])[CH3:2])=[CH:9][C:8]([C:14]2([C:8]3[CH:7]=[C:6]([CH:10]([CH3:11])[CH3:12])[C:5]([OH:13])=[C:4]([CH:1]([CH3:3])[CH3:2])[CH:9]=3)[C:15]3[C:16](=[CH:20][CH:21]=[CH:22][CH:23]=3)[C:17](=[O:18])[O:19]2)=[CH:7][C:6]=1[CH:10]([CH3:12])[CH3:11], predict the reactants needed to synthesize it. The reactants are: [CH:1]([C:4]1[CH:9]=[CH:8][CH:7]=[C:6]([CH:10]([CH3:12])[CH3:11])[C:5]=1[OH:13])([CH3:3])[CH3:2].[C:14]1(=O)[O:19][C:17](=[O:18])[C:16]2=[CH:20][CH:21]=[CH:22][CH:23]=[C:15]12. (4) Given the product [Cl:18][C:4]1[N:3]=[C:2]([NH:28][C@H:26]([C:23]2[CH:24]=[CH:25][C:20]([F:19])=[CH:21][CH:22]=2)[CH3:27])[CH:7]=[C:6]([C:8]2[CH2:9][CH2:10][N:11]([S:14]([CH3:17])(=[O:16])=[O:15])[CH2:12][CH:13]=2)[CH:5]=1, predict the reactants needed to synthesize it. The reactants are: Cl[C:2]1[CH:7]=[C:6]([C:8]2[CH2:9][CH2:10][N:11]([S:14]([CH3:17])(=[O:16])=[O:15])[CH2:12][CH:13]=2)[CH:5]=[C:4]([Cl:18])[N:3]=1.[F:19][C:20]1[CH:25]=[CH:24][C:23]([C@@H:26]([NH2:28])[CH3:27])=[CH:22][CH:21]=1.C1(P(C2C=CC=CC=2)C2C=CC3C(=CC=CC=3)C=2C2C3C(=CC=CC=3)C=CC=2P(C2C=CC=CC=2)C2C=CC=CC=2)C=CC=CC=1.C(=O)([O-])[O-].[Cs+].[Cs+]. (5) Given the product [Cl:21][C:17]1[CH:16]=[C:15]([CH:20]=[CH:19][CH:18]=1)[O:14][CH2:13][C@@H:11]1[CH2:12][NH:8][C@H:9]([C:22]([OH:24])=[O:23])[CH2:10]1, predict the reactants needed to synthesize it. The reactants are: C(OC([N:8]1[CH2:12][C@@H:11]([CH2:13][O:14][C:15]2[CH:20]=[CH:19][CH:18]=[C:17]([Cl:21])[CH:16]=2)[CH2:10][C@H:9]1[C:22]([O:24]C(C)(C)C)=[O:23])=O)(C)(C)C.